This data is from Catalyst prediction with 721,799 reactions and 888 catalyst types from USPTO. The task is: Predict which catalyst facilitates the given reaction. (1) Reactant: [CH:1]([O:4][C:5](=[O:14])[C:6]1[CH:11]=[C:10]([CH3:12])[C:9](Cl)=[N:8][CH:7]=1)([CH3:3])[CH3:2].[CH2:15]([NH:17][CH2:18][CH3:19])[CH3:16]. Product: [CH:1]([O:4][C:5](=[O:14])[C:6]1[CH:11]=[C:10]([CH3:12])[C:9]([N:17]([CH2:18][CH3:19])[CH2:15][CH3:16])=[N:8][CH:7]=1)([CH3:3])[CH3:2]. The catalyst class is: 2. (2) Reactant: Br[C:2]1[CH:9]=[C:8]([CH3:10])[C:7]([N+:11]([O-:13])=[O:12])=[CH:6][C:3]=1[C:4]#[N:5].[CH3:14][S-:15].[Na+]. Product: [CH3:10][C:8]1[C:7]([N+:11]([O-:13])=[O:12])=[CH:6][C:3]([C:4]#[N:5])=[C:2]([S:15][CH3:14])[CH:9]=1. The catalyst class is: 3. (3) Reactant: [F:1][C:2]([F:12])([C:6]1[CH:11]=[CH:10][N:9]=[CH:8][N:7]=1)[C:3]([OH:5])=O.P(Cl)(Cl)(Cl)=O.Cl.[NH2:19][CH2:20][C:21]1[CH:29]=[C:28]2[C:24]([CH2:25][N:26]([CH:31]3[CH2:36][CH2:35][C:34](=[O:37])[NH:33][C:32]3=[O:38])[C:27]2=O)=[CH:23][CH:22]=1.C(=O)(O)[O-:40].[Na+]. Product: [O:38]=[C:32]1[CH:31]([N:26]2[CH2:27][C:28]3[C:24](=[CH:23][CH:22]=[C:21]([CH2:20][NH:19][C:3](=[O:5])[C:2]([F:1])([F:12])[C:6]4[CH:11]=[CH:10][N:9]=[CH:8][N:7]=4)[CH:29]=3)[C:25]2=[O:40])[CH2:36][CH2:35][C:34](=[O:37])[NH:33]1. The catalyst class is: 17. (4) Reactant: [O:1]1CCO[CH:2]1[C:6]1[S:7][C:8]([CH2:11][O:12][CH2:13][CH2:14][O:15][CH3:16])=[CH:9][N:10]=1.Cl.C(=O)([O-])O.[Na+]. Product: [CH3:16][O:15][CH2:14][CH2:13][O:12][CH2:11][C:8]1[S:7][C:6]([CH:2]=[O:1])=[N:10][CH:9]=1. The catalyst class is: 21. (5) Reactant: [Br:1][C:2]1[CH:7]=[CH:6][C:5]([N:8]2[C:13](=[O:14])[CH:12]=[C:11]([O:15][CH:16]3[CH2:21][CH2:20][N:19](C(OC(C)(C)C)=O)[CH2:18][CH2:17]3)[C:10]([C:29]#[N:30])=[N:9]2)=[CH:4][C:3]=1[F:31].[ClH:32].O1CCOCC1.CCOCC. Product: [ClH:32].[Br:1][C:2]1[CH:7]=[CH:6][C:5]([N:8]2[C:13](=[O:14])[CH:12]=[C:11]([O:15][CH:16]3[CH2:21][CH2:20][NH:19][CH2:18][CH2:17]3)[C:10]([C:29]#[N:30])=[N:9]2)=[CH:4][C:3]=1[F:31]. The catalyst class is: 2.